Dataset: NCI-60 drug combinations with 297,098 pairs across 59 cell lines. Task: Regression. Given two drug SMILES strings and cell line genomic features, predict the synergy score measuring deviation from expected non-interaction effect. Drug 1: CNC(=O)C1=NC=CC(=C1)OC2=CC=C(C=C2)NC(=O)NC3=CC(=C(C=C3)Cl)C(F)(F)F. Drug 2: CC(C)(C#N)C1=CC(=CC(=C1)CN2C=NC=N2)C(C)(C)C#N. Cell line: NCI-H226. Synergy scores: CSS=-6.16, Synergy_ZIP=3.98, Synergy_Bliss=1.01, Synergy_Loewe=-5.93, Synergy_HSA=-5.65.